Task: Predict the reaction yield, written as a fraction of the theoretical maximum amount of product (1.0 means a 100% yield; for example, 0.34 means a 34% yield).. Dataset: Reaction yield outcomes from USPTO patents with 853,638 reactions The reactants are [C:1]([C:3]1[CH:8]=[CH:7][C:6]([N:9]([CH2:14][CH3:15])[CH2:10][C:11]([OH:13])=O)=[CH:5][C:4]=1[C:16]([F:19])([F:18])[F:17])#[N:2].N=C=N.[F:23][C:24]1[CH:30]=[CH:29][C:27]([NH2:28])=[CH:26][CH:25]=1. The catalyst is C(Cl)Cl. The product is [C:1]([C:3]1[CH:8]=[CH:7][C:6]([N:9]([CH2:14][CH3:15])[CH2:10][C:11]([NH:28][C:27]2[CH:29]=[CH:30][C:24]([F:23])=[CH:25][CH:26]=2)=[O:13])=[CH:5][C:4]=1[C:16]([F:19])([F:18])[F:17])#[N:2]. The yield is 0.110.